Dataset: Full USPTO retrosynthesis dataset with 1.9M reactions from patents (1976-2016). Task: Predict the reactants needed to synthesize the given product. (1) Given the product [CH2:2]([O:9][C:10]1[CH:15]=[C:14]([OH:34])[CH:13]=[N:12][C:11]=1[NH:17][C:18]1[S:19][CH:20]=[C:21]([CH3:23])[N:22]=1)[C:3]1[CH:8]=[CH:7][CH:6]=[CH:5][CH:4]=1, predict the reactants needed to synthesize it. The reactants are: Cl.[CH2:2]([O:9][C:10]1[C:11]([NH:17][C:18]2[S:19][CH:20]=[C:21]([CH3:23])[N:22]=2)=[N:12][CH:13]=[C:14](Br)[CH:15]=1)[C:3]1[CH:8]=[CH:7][CH:6]=[CH:5][CH:4]=1.[Li]C.C([Li])CCC.C([O:34]B(OC(C)C)OC(C)C)(C)C.[OH-].[Na+].OO. (2) Given the product [C:34]([N:37]1[CH2:42][CH2:41][N:40]([CH2:2][C:3]2[S:4][CH:5]=[CH:6][C:7]=2[S:8]([N:11]([CH3:26])[C:12]2[CH:13]=[CH:14][CH:15]=[C:16]3[C:20]=2[NH:19][C:18]([C:21]2[S:22][CH:23]=[CH:24][N:25]=2)=[CH:17]3)(=[O:10])=[O:9])[CH2:39][CH2:38]1)(=[O:36])[CH3:35], predict the reactants needed to synthesize it. The reactants are: Cl[CH2:2][C:3]1[S:4][CH:5]=[CH:6][C:7]=1[S:8]([N:11]([CH3:26])[C:12]1[CH:13]=[CH:14][CH:15]=[C:16]2[C:20]=1[NH:19][C:18]([C:21]1[S:22][CH:23]=[CH:24][N:25]=1)=[CH:17]2)(=[O:10])=[O:9].C(N(CC)CC)C.[C:34]([N:37]1[CH2:42][CH2:41][NH:40][CH2:39][CH2:38]1)(=[O:36])[CH3:35].